Task: Predict the reactants needed to synthesize the given product.. Dataset: Full USPTO retrosynthesis dataset with 1.9M reactions from patents (1976-2016) (1) Given the product [N:1]1[CH:6]=[CH:5][C:4]([CH2:7][O:8][C:15]2[N:20]=[C:19]([CH2:21][OH:22])[CH:18]=[CH:17][N:16]=2)=[CH:3][CH:2]=1, predict the reactants needed to synthesize it. The reactants are: [N:1]1[CH:6]=[CH:5][C:4]([CH2:7][OH:8])=[CH:3][CH:2]=1.[H-].[Na+].CS([C:15]1[N:20]=[C:19]([CH2:21][O:22]C2CCCCO2)[CH:18]=[CH:17][N:16]=1)(=O)=O.C1(C)C=CC(S([O-])(=O)=O)=CC=1.[NH+]1C=CC=CC=1. (2) Given the product [S:10]1[C:9]([C:11]2[CH:12]=[C:13]([CH:31]=[CH:32][CH:33]=2)[C:14]([NH:16][CH2:17][CH2:18][CH:19]2[CH2:24][CH2:23][N:22]([C:25]3[CH:26]=[CH:27][N:28]=[CH:29][CH:30]=3)[CH2:21][CH2:20]2)=[O:15])=[CH:35][C:7]2[CH:2]=[CH:3][CH:4]=[CH:5][C:6]1=2, predict the reactants needed to synthesize it. The reactants are: Cl[C:2]1[C:7]2N=[C:9]([C:11]3[CH:12]=[C:13]([CH:31]=[CH:32][CH:33]=3)[C:14]([NH:16][CH2:17][CH2:18][CH:19]3[CH2:24][CH2:23][N:22]([C:25]4[CH:30]=[CH:29][N:28]=[CH:27][CH:26]=4)[CH2:21][CH2:20]3)=[O:15])[S:10][C:6]=2[CH:5]=[CH:4][CH:3]=1.F[C:35](F)(F)C(O)=O.N1(C2C=CN=CC=2)CCC(CCN)CC1.S1C(C2C=C(C=CC=2)C(O)=O)=CC2C=CC=CC1=2.B(O)(O)C1SC2C(=CC=CC=2)C=1.IC1C=C(C=CC=1)C(OC)=O.